The task is: Predict the product of the given reaction.. This data is from Forward reaction prediction with 1.9M reactions from USPTO patents (1976-2016). (1) Given the reactants C(OC(N1CCC(NC(C2SC=CC=2NC2C=CN=C3NC=CC=23)=O)C1)=O)(C)(C)C.[CH2:31]([NH:38][CH2:39][CH2:40][NH2:41])[C:32]1[CH:37]=[CH:36][CH:35]=[CH:34][CH:33]=1.[NH:42]1[C:46]2=[N:47][CH:48]=[CH:49][C:50]([NH:51][C:52]3[C:53]4[CH:63]=[CH:62][CH:61]=[CH:60][C:54]=4[S:55][C:56]=3[C:57](O)=[O:58])=[C:45]2[CH:44]=[CH:43]1, predict the reaction product. The product is: [CH2:31]([NH:38][CH2:39][CH2:40][NH:41][C:57]([C:56]1[S:55][C:54]2[CH:60]=[CH:61][CH:62]=[CH:63][C:53]=2[C:52]=1[NH:51][C:50]1[CH:49]=[CH:48][N:47]=[C:46]2[NH:42][CH:43]=[CH:44][C:45]=12)=[O:58])[C:32]1[CH:37]=[CH:36][CH:35]=[CH:34][CH:33]=1. (2) Given the reactants Br[C:2]1[CH:3]=[C:4]2[C:8](=[CH:9][CH:10]=1)[N:7]([CH:11]1[CH2:16][CH2:15][CH2:14][CH2:13][O:12]1)[N:6]=[C:5]2[F:17].C(N(CC)CC)C.[C:25]([CH:27]1[CH2:29][CH2:28]1)#[CH:26], predict the reaction product. The product is: [CH:27]1([C:25]#[C:26][C:2]2[CH:3]=[C:4]3[C:8](=[CH:9][CH:10]=2)[N:7]([CH:11]2[CH2:16][CH2:15][CH2:14][CH2:13][O:12]2)[N:6]=[C:5]3[F:17])[CH2:29][CH2:28]1. (3) Given the reactants Br[C:2]1[CH:11]=[CH:10][C:9]2[N:8]=[CH:7][C:6]3[N:12]([CH3:23])[C:13](=[O:22])[N:14]([C:15]4[C:16]([CH3:21])=[N:17][N:18]([CH3:20])[CH:19]=4)[C:5]=3[C:4]=2[CH:3]=1.[C:24]1(B(O)O)[CH:29]=[CH:28][CH:27]=[CH:26][CH:25]=1, predict the reaction product. The product is: [CH3:20][N:18]1[CH:19]=[C:15]([N:14]2[C:5]3[C:4]4[CH:3]=[C:2]([C:24]5[CH:29]=[CH:28][CH:27]=[CH:26][CH:25]=5)[CH:11]=[CH:10][C:9]=4[N:8]=[CH:7][C:6]=3[N:12]([CH3:23])[C:13]2=[O:22])[C:16]([CH3:21])=[N:17]1. (4) Given the reactants [Cl:1][C:2]1[CH:10]=[C:9]([F:11])[CH:8]=[CH:7][C:3]=1[C:4]([NH2:6])=[O:5].C(Cl)(=O)[C:13](Cl)=[O:14], predict the reaction product. The product is: [Cl:1][C:2]1[CH:10]=[C:9]([F:11])[CH:8]=[CH:7][C:3]=1[C:4]([N:6]=[C:13]=[O:14])=[O:5]. (5) Given the reactants C([N-]C(C)C)(C)C.[Li+].[F:9][C:10]1[CH:15]=[CH:14][C:13]([CH:16]2[C:25](=[O:26])[CH2:24][CH2:23][C:18]3([O:22][CH2:21][CH2:20][O:19]3)[CH2:17]2)=[CH:12][CH:11]=1.[CH3:27][SiH:28]([CH3:30])[CH3:29], predict the reaction product. The product is: [F:9][C:10]1[CH:15]=[CH:14][C:13]([CH:16]2[CH2:17][C:18]3([O:19][CH2:20][CH2:21][O:22]3)[CH2:23][CH:24]=[C:25]2[O:26][Si:28]([CH3:30])([CH3:29])[CH3:27])=[CH:12][CH:11]=1. (6) The product is: [CH2:20]([O:23][CH2:25][C:26]([O:28][C:29]([CH3:32])([CH3:31])[CH3:30])=[O:27])[CH:21]=[CH2:22]. Given the reactants C([N+](CCCC)(CCCC)CCCC)CCC.[OH-].[Na+].[CH2:20]([OH:23])[CH:21]=[CH2:22].Br[CH2:25][C:26]([O:28][C:29]([CH3:32])([CH3:31])[CH3:30])=[O:27], predict the reaction product. (7) The product is: [CH2:1]([O:5][C:6]1[CH:10]=[C:9]([CH2:11][CH2:12][S:13]([NH:16][C:36](=[O:37])[O:38][CH2:39][C:40]2[CH:26]=[CH:44][CH:43]=[CH:42][CH:41]=2)(=[O:14])=[O:15])[N:8]([CH2:17][C:18]2[CH:23]=[CH:22][C:21]([Cl:24])=[CH:20][C:19]=2[Cl:25])[N:7]=1)[CH2:2][CH2:3][CH3:4]. Given the reactants [CH2:1]([O:5][C:6]1[CH:10]=[C:9]([CH2:11][CH2:12][S:13]([NH2:16])(=[O:15])=[O:14])[N:8]([CH2:17][C:18]2[CH:23]=[CH:22][C:21]([Cl:24])=[CH:20][C:19]=2[Cl:25])[N:7]=1)[CH2:2][CH2:3][CH3:4].[CH:26](N(CC)C(C)C)(C)C.Cl[C:36]([O:38][CH2:39][CH2:40][CH2:41][CH2:42][CH2:43][CH3:44])=[O:37], predict the reaction product. (8) The product is: [C:14]([C:13]([NH:12][C:2]1[CH:10]=[CH:9][C:5]([C:6]([OH:8])=[O:7])=[C:4]([F:11])[CH:3]=1)([CH3:18])[CH3:17])([OH:16])=[O:15]. Given the reactants Br[C:2]1[CH:10]=[CH:9][C:5]([C:6]([OH:8])=[O:7])=[C:4]([F:11])[CH:3]=1.[NH2:12][C:13]([CH3:18])([CH3:17])[C:14]([OH:16])=[O:15].C([O-])([O-])=O.[K+].[K+].C(C1CCCCC1=O)(=O)C, predict the reaction product. (9) Given the reactants [F:1][C:2]1[CH:3]=[C:4]([C:9]2[CH:18]=[N:17][C:16]3[C:15]([C:19](O)=[O:20])=[C:14]([OH:22])[C:13](C4C=CC(F)=C(F)C=4)=[CH:12][C:11]=3[N:10]=2)[CH:5]=[CH:6][C:7]=1[F:8].[Br:31]C1C(O)=C(C(O)=O)C2N=CC(C3C=CC(F)=C(F)C=3)=NC=2C=1.Cl.C([NH:57][CH2:58][C:59]([OH:61])=[O:60])C.C(N([CH2:67][CH3:68])CC)C.C1CN([P+](ON2N=NC3C=CC=CC2=3)(N2CCCC2)N2CCCC2)CC1.F[P-](F)(F)(F)(F)F, predict the reaction product. The product is: [Br:31][C:13]1[CH:12]=[C:11]2[C:16]([N:17]=[CH:18][C:9]([C:4]3[CH:5]=[CH:6][C:7]([F:8])=[C:2]([F:1])[CH:3]=3)=[N:10]2)=[C:15]([C:19]([NH:57][CH2:58][C:59]([O:61][CH2:67][CH3:68])=[O:60])=[O:20])[C:14]=1[OH:22]. (10) Given the reactants [NH:1]1[CH2:5][CH2:4][N:3]=[C:2]1[C:6]1[CH:12]=[CH:11][CH:10]=[CH:9][C:7]=1[NH2:8].[N:13]#[C:14][Br:15], predict the reaction product. The product is: [BrH:15].[N:3]1[CH2:4][CH2:5][N:1]2[C:2]=1[C:6]1[CH:12]=[CH:11][CH:10]=[CH:9][C:7]=1[N:8]=[C:14]2[NH2:13].